From a dataset of Antibody paratope prediction from SAbDab with 1,023 antibody chains. Token-level Classification. Given an antibody amino acid sequence, predict which amino acid positions are active in antigen binding. Output is a list of indices for active paratope positions. (1) Given the antibody sequence: DIVLTQSPASLAVSLGQRATISCRASESVDSYGNSFMHWYQQKPGQPPKLLIYRASNLESGIPARFSGSGSRTDFTLTINPVEADDVATYYCQQSNEDPLTFGAGTKLELK, which amino acid positions are active in antigen binding (paratope)? The paratope positions are: [30, 31, 32, 33]. (2) Given the antibody sequence: DIQLTQSPSSLSASVGDRVTITCRASQSVDYDGDSYMNWYQQKPGKAPKLLIYAASYLESGVPSRFSGSGSGTDFTLTISSLQPEDFATYYCQQSHEDPYTFGQGTKVEIK, which amino acid positions are active in antigen binding (paratope)? The paratope positions are: [30, 31, 32, 33]. (3) Given the antibody sequence: VKLQQSGGGVVQPGGSLRLSCAASGFTFSDYDMSWIRQAPGKGLEWVSGILGGSERSYYRDSVKGRFTISRDNSRKTLYLQMNSLRAEDTAVYYCARHGSPGYTLYAWDYWGQGTMVTVSS, which amino acid positions are active in antigen binding (paratope)? The paratope positions are: [51, 82, 83, 84, 103, 104, 105, 106, 107]. (4) Given the antibody sequence: QVQLQESGPGLVKPSETLSLTCTVSGGSVSSGDYYWTWIRQSPGKGLEWIGHIYYSGNTNYNPSLKSRLTISIDTSKTQFSLKLSSVTAADTAIYYCVRDRVTGAFDIWGQGTMVTVSS, which amino acid positions are active in antigen binding (paratope)? The paratope positions are: [31, 32, 84, 85, 86, 105]. (5) Given the antibody sequence: EIVLTQSPGTLSLSPGERATLSCRASQSVTSSQLAWYQQKPGQAPRLLISGASNRATGIPDRFSGSGSGTDFTLTISRLEPEDFAVYYCQQYGSSPTFGGGTKVEIK, which amino acid positions are active in antigen binding (paratope)? The paratope positions are: [30]. (6) Given the antibody sequence: QVQLQESGPGLVKPSETLSLTCTVSGGSISSHYWSWIRQSPGKGLQWIGYIYYSGSTNYSPSLKSRVTISVETAKNQFSLKLTSMTAADTAVYYCARGPVPAVFYGDYRLDPWGQGTLVTVSS, which amino acid positions are active in antigen binding (paratope)? The paratope positions are: [52, 53, 82, 83, 84, 103, 104, 105, 106, 107, 108, 109].